Dataset: Retrosynthesis with 50K atom-mapped reactions and 10 reaction types from USPTO. Task: Predict the reactants needed to synthesize the given product. (1) Given the product COc1cc2nccc(Oc3cc4cnccc4nc3C)c2cc1OC, predict the reactants needed to synthesize it. The reactants are: COc1cc2nccc(Cl)c2cc1OC.Cc1nc2ccncc2cc1O. (2) Given the product O=CCCCCCCOC1CCCCO1, predict the reactants needed to synthesize it. The reactants are: OCCCCCCCOC1CCCCO1. (3) Given the product C[C@H](O[Si](C)(C)C(C)(C)C)[C@@H](CCc1cccc2oc(-c3ccc(Cl)cc3)nc12)n1cnc(C(N)=O)c1, predict the reactants needed to synthesize it. The reactants are: C[C@H](O[Si](C)(C)C(C)(C)C)[C@H](CCc1cccc2oc(-c3ccc(Cl)cc3)nc12)OS(C)(=O)=O.NC(=O)c1c[nH]cn1. (4) Given the product COc1cc2c(cc1Cl)N(C(=O)OC(C)C)CCCC2N(Cc1cc(C(F)(F)F)cc(C(F)(F)F)c1)C(C)=O, predict the reactants needed to synthesize it. The reactants are: CC(=O)N(Cc1cc(C(F)(F)F)cc(C(F)(F)F)c1)C1CCCN(C(=O)OC(C)C)c2cc(Cl)c(Br)cc21.O=C([O-])[O-]. (5) Given the product NNC(=O)c1cc2c(ccc(=O)n2-c2ccccc2)n1Cc1cccc(Cl)c1, predict the reactants needed to synthesize it. The reactants are: CCOC(=O)c1cc2c(ccc(=O)n2-c2ccccc2)n1Cc1cccc(Cl)c1.NN. (6) Given the product O=c1[nH]c2ccc(-c3cncc(N[C@@H](CO)c4ccccc4)c3)cc2[nH]1, predict the reactants needed to synthesize it. The reactants are: CC1(C)OB(c2ccc3[nH]c(=O)[nH]c3c2)OC1(C)C.OC[C@H](Nc1cncc(Br)c1)c1ccccc1. (7) Given the product CC(C)(C)OC(=O)N1CCC(c2ccc(N3CCCC3)cc2)CC1, predict the reactants needed to synthesize it. The reactants are: C1CCNC1.CC(C)(C)OC(=O)N1CCC(c2ccc(Br)cc2)CC1. (8) Given the product CCOC(=O)Nc1cc(NCC(C)C)c(N)cc1F, predict the reactants needed to synthesize it. The reactants are: CCOC(=O)Nc1cc(NCC(C)C)c([N+](=O)[O-])cc1F. (9) Given the product Nc1cccc([C@@H](CS(=O)(=O)CC2Cc3ccccc3C2)N(O)C=O)c1, predict the reactants needed to synthesize it. The reactants are: O=CN(O)[C@H](CS(=O)(=O)CC1Cc2ccccc2C1)c1cccc(NC(=O)OCc2ccccc2)c1. (10) Given the product CC1(C)OB(c2ccc(C(=O)NN)cc2)OC1(C)C, predict the reactants needed to synthesize it. The reactants are: COC(=O)c1ccc(B2OC(C)(C)C(C)(C)O2)cc1.NN.